From a dataset of Full USPTO retrosynthesis dataset with 1.9M reactions from patents (1976-2016). Predict the reactants needed to synthesize the given product. (1) Given the product [F:27][CH:2]([F:1])[O:3][C:4]1[CH:9]=[CH:8][C:7]([C:10]2[O:11][CH:12]=[C:13]([CH2:15][NH:16][C:17](=[O:25])[C:18]3[C:23]([CH3:24])=[CH:22][CH:21]=[CH:20][N:19]=3)[N:14]=2)=[CH:6][C:5]=1[O:26][CH:29]([CH3:31])[CH3:30], predict the reactants needed to synthesize it. The reactants are: [F:1][CH:2]([F:27])[O:3][C:4]1[CH:9]=[CH:8][C:7]([C:10]2[O:11][CH:12]=[C:13]([CH2:15][NH:16][C:17](=[O:25])[C:18]3[C:23]([CH3:24])=[CH:22][CH:21]=[CH:20][N:19]=3)[N:14]=2)=[CH:6][C:5]=1[OH:26].Br[CH:29]([CH3:31])[CH3:30]. (2) Given the product [CH3:12][P:1](=[O:8])([O:5][CH2:6][CH3:7])[O:2][CH2:3][CH3:4], predict the reactants needed to synthesize it. The reactants are: [P:1]([O:8]CC)([O:5][CH2:6][CH3:7])[O:2][CH2:3][CH3:4].I[CH3:12].